From a dataset of Peptide-MHC class I binding affinity with 185,985 pairs from IEDB/IMGT. Regression. Given a peptide amino acid sequence and an MHC pseudo amino acid sequence, predict their binding affinity value. This is MHC class I binding data. (1) The binding affinity (normalized) is 0.0847. The peptide sequence is ARWMISSAL. The MHC is HLA-A01:01 with pseudo-sequence HLA-A01:01. (2) The peptide sequence is RSILLIPLS. The MHC is H-2-Kb with pseudo-sequence H-2-Kb. The binding affinity (normalized) is 0.350. (3) The peptide sequence is STIALLIGV. The MHC is HLA-A02:17 with pseudo-sequence HLA-A02:17. The binding affinity (normalized) is 0.333. (4) The peptide sequence is VFKAMETFK. The MHC is HLA-A68:01 with pseudo-sequence HLA-A68:01. The binding affinity (normalized) is 0.724. (5) The peptide sequence is VTPDYADILL. The MHC is Mamu-A01 with pseudo-sequence Mamu-A01. The binding affinity (normalized) is 0.442.